From a dataset of Reaction yield outcomes from USPTO patents with 853,638 reactions. Predict the reaction yield, written as a fraction of the theoretical maximum amount of product (1.0 means a 100% yield; for example, 0.34 means a 34% yield). (1) The reactants are [NH2:1][C:2]1[C:3]2[N:4]([C:8]([C@@H:12]3[CH2:16][CH2:15][CH2:14][N:13]3C(OCC3C=CC=CC=3)=O)=[N:9][C:10]=2Br)[CH:5]=[CH:6][N:7]=1.[S:27]1[CH:31]=[CH:30][N:29]=[C:28]1[NH:32][C:33](=[O:43])[C:34]1[CH:39]=[CH:38][C:37](B(O)O)=[CH:36][CH:35]=1. No catalyst specified. The product is [NH2:1][C:2]1[C:3]2[N:4]([C:8]([C@@H:12]3[CH2:16][CH2:15][CH2:14][NH:13]3)=[N:9][C:10]=2[C:37]2[CH:38]=[CH:39][C:34]([C:33]([NH:32][C:28]3[S:27][CH:31]=[CH:30][N:29]=3)=[O:43])=[CH:35][CH:36]=2)[CH:5]=[CH:6][N:7]=1. The yield is 0.731. (2) The reactants are [Cl:1][C:2]1[CH:3]=[C:4]([C:10]2[CH:14]=[CH:13][N:12]([CH2:15][C@@H:16]([NH:18][C:19]([C:21]3[CH:25]=[C:24]([CH:26]([OH:28])[CH3:27])[O:23][N:22]=3)=[O:20])[CH3:17])[N:11]=2)[CH:5]=[CH:6][C:7]=1[C:8]#[N:9].[C:29](OC(=O)C)(=[O:31])[CH3:30]. The catalyst is CN(C1C=CN=CC=1)C.N1C=CC=CC=1. The product is [C:29]([O:28][CH:26]([C:24]1[O:23][N:22]=[C:21]([C:19](=[O:20])[NH:18][C@@H:16]([CH3:17])[CH2:15][N:12]2[CH:13]=[CH:14][C:10]([C:4]3[CH:5]=[CH:6][C:7]([C:8]#[N:9])=[C:2]([Cl:1])[CH:3]=3)=[N:11]2)[CH:25]=1)[CH3:27])(=[O:31])[CH3:30]. The yield is 0.820. (3) The reactants are [B:1]([OH:4])([OH:3])[OH:2].S([O-])(O)(=O)=O.[CH3:10][N+:11]1[CH:15]=[CH:14][N:13]([CH2:16][CH3:17])[CH:12]=1. The catalyst is O. The product is [B:1]([O-:4])([OH:3])[OH:2].[CH3:10][N+:11]1[CH:15]=[CH:14][N:13]([CH2:16][CH3:17])[CH:12]=1. The yield is 0.720. (4) The product is [F:1][CH2:2][C:3]1[N:12]=[C:11]([N:23]([C:18]2[CH:17]=[CH:22][C:21]([O:30][CH3:31])=[CH:20][CH:19]=2)[CH3:26])[C:10]2[C:5](=[CH:6][CH:7]=[CH:8][CH:9]=2)[N:4]=1. The reactants are [F:1][CH2:2][C:3]1[NH:12][C:11](=O)[C:10]2[C:5](=[CH:6][CH:7]=[CH:8][CH:9]=2)[N:4]=1.COC(=O)[C:17]1[CH:22]=[CH:21][CH:20]=[CH:19][C:18]=1[NH2:23].F[CH2:26]C#N.Cl.[O:30]1CCOC[CH2:31]1. No catalyst specified. The yield is 0.390. (5) The reactants are [Cl:1][C:2]1[CH:7]=[CH:6][C:5]([C:8](Cl)(Cl)Cl)=[CH:4][CH:3]=1.[CH3:12][O:13][C:14]1C=[C:16](C)[CH:17]=[C:18]([O:22][CH3:23])[C:19]=1[O:20][CH3:21].[OH2:25].Cl[CH:27](Cl)[CH:28](Cl)Cl. No catalyst specified. The product is [Cl:1][C:2]1[CH:7]=[CH:6][C:5]([C:8](=[O:25])[C:17]2[CH:16]=[C:27]([CH3:28])[C:14]([O:13][CH3:12])=[C:19]([O:20][CH3:21])[C:18]=2[O:22][CH3:23])=[CH:4][CH:3]=1. The yield is 0.644.